From a dataset of NCI-60 drug combinations with 297,098 pairs across 59 cell lines. Regression. Given two drug SMILES strings and cell line genomic features, predict the synergy score measuring deviation from expected non-interaction effect. (1) Drug 1: COC1=C2C(=CC3=C1OC=C3)C=CC(=O)O2. Drug 2: COCCOC1=C(C=C2C(=C1)C(=NC=N2)NC3=CC=CC(=C3)C#C)OCCOC.Cl. Cell line: SF-268. Synergy scores: CSS=-0.481, Synergy_ZIP=7.57, Synergy_Bliss=2.89, Synergy_Loewe=2.33, Synergy_HSA=0.528. (2) Drug 1: C1=CC(=CC=C1CC(C(=O)O)N)N(CCCl)CCCl.Cl. Drug 2: CC1=C(C=C(C=C1)C(=O)NC2=CC(=CC(=C2)C(F)(F)F)N3C=C(N=C3)C)NC4=NC=CC(=N4)C5=CN=CC=C5. Cell line: 786-0. Synergy scores: CSS=4.81, Synergy_ZIP=-5.00, Synergy_Bliss=-8.32, Synergy_Loewe=-11.2, Synergy_HSA=-10.6. (3) Drug 1: CCC1=C2CN3C(=CC4=C(C3=O)COC(=O)C4(CC)O)C2=NC5=C1C=C(C=C5)O. Drug 2: C1CC(=O)NC(=O)C1N2C(=O)C3=CC=CC=C3C2=O. Cell line: IGROV1. Synergy scores: CSS=9.01, Synergy_ZIP=-1.86, Synergy_Bliss=3.90, Synergy_Loewe=-4.91, Synergy_HSA=1.66. (4) Synergy scores: CSS=-1.06, Synergy_ZIP=11.3, Synergy_Bliss=13.3, Synergy_Loewe=-9.73, Synergy_HSA=-1.53. Drug 1: CCC1(CC2CC(C3=C(CCN(C2)C1)C4=CC=CC=C4N3)(C5=C(C=C6C(=C5)C78CCN9C7C(C=CC9)(C(C(C8N6C=O)(C(=O)OC)O)OC(=O)C)CC)OC)C(=O)OC)O.OS(=O)(=O)O. Cell line: CCRF-CEM. Drug 2: CNC(=O)C1=NC=CC(=C1)OC2=CC=C(C=C2)NC(=O)NC3=CC(=C(C=C3)Cl)C(F)(F)F.